This data is from Forward reaction prediction with 1.9M reactions from USPTO patents (1976-2016). The task is: Predict the product of the given reaction. (1) Given the reactants [O:1]1[CH2:6][CH2:5][CH:4]([C:7]2[CH:8]=[C:9]3[C:14](=[C:15]([O:17][CH2:18][O:19][CH2:20][CH2:21][Si:22]([CH3:25])([CH3:24])[CH3:23])[CH:16]=2)[NH:13][CH2:12][N:11]([CH2:26][O:27][CH2:28][CH2:29][Si:30]([CH3:33])([CH3:32])[CH3:31])[C:10]3=[O:34])[CH2:3][CH2:2]1.ClC1C(=O)C(C#N)=C(C#N)C(=O)C=1Cl, predict the reaction product. The product is: [O:1]1[CH2:6][CH2:5][CH:4]([C:7]2[CH:8]=[C:9]3[C:14](=[C:15]([O:17][CH2:18][O:19][CH2:20][CH2:21][Si:22]([CH3:25])([CH3:24])[CH3:23])[CH:16]=2)[N:13]=[CH:12][N:11]([CH2:26][O:27][CH2:28][CH2:29][Si:30]([CH3:33])([CH3:32])[CH3:31])[C:10]3=[O:34])[CH2:3][CH2:2]1. (2) Given the reactants CS(Cl)(=O)=O.[N:6]1[CH:11]=[CH:10][C:9]([C:12]2[N:13]=[C:14]([NH:17][C:18]3[CH:23]=[CH:22][C:21]([CH2:24][CH2:25]O)=[CH:20][CH:19]=3)[S:15][CH:16]=2)=[CH:8][CH:7]=1.C[CH2:28][N:29](C(C)C)[CH:30](C)C, predict the reaction product. The product is: [CH3:28][N:29]([CH3:30])[CH2:25][CH2:24][C:21]1[CH:22]=[CH:23][C:18]([NH:17][C:14]2[S:15][CH:16]=[C:12]([C:9]3[CH:10]=[CH:11][N:6]=[CH:7][CH:8]=3)[N:13]=2)=[CH:19][CH:20]=1. (3) Given the reactants [CH2:1]([CH:3]1[CH2:8][N:7]([C:9]2[CH:14]=[CH:13][C:12]([N+:15]([O-])=O)=[CH:11][CH:10]=2)[CH2:6][CH2:5][N:4]1[C:18]([O:20][C:21]([CH3:24])([CH3:23])[CH3:22])=[O:19])[CH3:2], predict the reaction product. The product is: [NH2:15][C:12]1[CH:13]=[CH:14][C:9]([N:7]2[CH2:6][CH2:5][N:4]([C:18]([O:20][C:21]([CH3:23])([CH3:22])[CH3:24])=[O:19])[CH:3]([CH2:1][CH3:2])[CH2:8]2)=[CH:10][CH:11]=1. (4) Given the reactants Br[C:2]1[CH:7]=[CH:6][C:5]([CH2:8][CH2:9][C:10]([C:12]2[CH:17]=[CH:16][CH:15]=[CH:14][CH:13]=2)=[O:11])=[CH:4][CH:3]=1.[B:18]1([B:18]2[O:22][C:21]([CH3:24])([CH3:23])[C:20]([CH3:26])([CH3:25])[O:19]2)[O:22][C:21]([CH3:24])([CH3:23])[C:20]([CH3:26])([CH3:25])[O:19]1.CC([O-])=O.[K+].CS(C)=O, predict the reaction product. The product is: [C:12]1([C:10](=[O:11])[CH2:9][CH2:8][C:5]2[CH:6]=[CH:7][C:2]([B:18]3[O:22][C:21]([CH3:24])([CH3:23])[C:20]([CH3:26])([CH3:25])[O:19]3)=[CH:3][CH:4]=2)[CH:17]=[CH:16][CH:15]=[CH:14][CH:13]=1. (5) Given the reactants C(O[BH-](OC(=O)C)OC(=O)C)(=O)C.[Na+].[CH3:15][CH2:16][O:17][C:18]([CH:20]1[CH2:24][CH2:23][CH:22]([CH:25]=O)[N:21]1[C:27]([O:29][C:30]([CH3:33])([CH3:32])[CH3:31])=[O:28])=[O:19].[C:34]([O:38][C:39](=[O:42])[CH2:40][NH2:41])([CH3:37])([CH3:36])[CH3:35], predict the reaction product. The product is: [CH3:15][CH2:16][O:17][C:18]([CH:20]1[CH2:24][CH2:23][CH:22]([CH2:25][NH:41][CH2:40][C:39]([O:38][C:34]([CH3:37])([CH3:36])[CH3:35])=[O:42])[N:21]1[C:27]([O:29][C:30]([CH3:33])([CH3:32])[CH3:31])=[O:28])=[O:19]. (6) Given the reactants [C:1]([O:5][C:6](=[O:35])[NH:7][C:8]1[S:9][C:10]2[CH2:19][CH2:18][C:17](Cl)([C:20]([F:23])([F:22])[F:21])[C:16]3[C:12](=[CH:13][N:14]([CH2:25][C:26]4[CH:31]=[CH:30][C:29]([O:32][CH3:33])=[CH:28][CH:27]=4)[N:15]=3)[C:11]=2[N:34]=1)([CH3:4])([CH3:3])[CH3:2].[Li+].[BH4-].O, predict the reaction product. The product is: [C:1]([O:5][C:6](=[O:35])[NH:7][C:8]1[S:9][C:10]2[CH2:19][CH2:18][CH:17]([C:20]([F:21])([F:23])[F:22])[C:16]3[C:12](=[CH:13][N:14]([CH2:25][C:26]4[CH:27]=[CH:28][C:29]([O:32][CH3:33])=[CH:30][CH:31]=4)[N:15]=3)[C:11]=2[N:34]=1)([CH3:4])([CH3:2])[CH3:3]. (7) Given the reactants [C:1]1([C:7]2[N:8]=[C:9]([C:17]3[CH:22]=[CH:21][N:20]=[C:19]([NH:23][C:24](=[O:26])[CH3:25])[CH:18]=3)[S:10][C:11]=2[C:12]2[NH:16][CH:15]=[N:14][N:13]=2)[CH:6]=[CH:5][CH:4]=[CH:3][CH:2]=1.O.C1(C)C=CC(S(O)(=O)=O)=CC=1.[O:39]1[CH:44]=[CH:43][CH2:42][CH2:41][CH2:40]1, predict the reaction product. The product is: [C:1]1([C:7]2[N:8]=[C:9]([C:17]3[CH:22]=[CH:21][N:20]=[C:19]([NH:23][C:24](=[O:26])[CH3:25])[CH:18]=3)[S:10][C:11]=2[C:12]2[N:16]=[CH:15][N:14]([CH:40]3[CH2:41][CH2:42][CH2:43][CH2:44][O:39]3)[N:13]=2)[CH:2]=[CH:3][CH:4]=[CH:5][CH:6]=1. (8) Given the reactants [OH:1][B:2]([OH:12])[C:3]1[CH:11]=[CH:10][C:6]([C:7]([OH:9])=[O:8])=[CH:5][CH:4]=1.Cl.[CH2:14](O)[CH3:15], predict the reaction product. The product is: [CH2:14]([O:8][C:7]([C:6]1[CH:10]=[CH:11][C:3]([B:2]([OH:12])[OH:1])=[CH:4][CH:5]=1)=[O:9])[CH3:15]. (9) Given the reactants C(OC(=O)[NH:10][CH2:11][CH2:12][N:13]1[CH2:18][C@@H:17]2[CH2:19][C@H:14]1[CH2:15][N:16]2[C:20]1[C:29]2[C:24](=[CH:25][CH:26]=[C:27]([O:30][CH3:31])[N:28]=2)[N:23]=[CH:22][CH:21]=1)C1C=CC=CC=1.[ClH:33].O1CCOCC1.[H][H], predict the reaction product. The product is: [ClH:33].[CH3:31][O:30][C:27]1[N:28]=[C:29]2[C:24](=[CH:25][CH:26]=1)[N:23]=[CH:22][CH:21]=[C:20]2[N:16]1[CH2:15][C@@H:14]2[CH2:19][C@H:17]1[CH2:18][N:13]2[CH2:12][CH2:11][NH2:10].